This data is from Forward reaction prediction with 1.9M reactions from USPTO patents (1976-2016). The task is: Predict the product of the given reaction. (1) Given the reactants [NH2:1][C:2]1[CH:3]=[C:4]([CH:16]=[CH:17][C:18]=1[Cl:19])[CH2:5][NH:6][C:7]([C:9]1([C:12]([F:15])([F:14])[F:13])[CH2:11][CH2:10]1)=[O:8].[Cl:20][C:21]1[C:22]([N:33]2[CH2:37][CH2:36][CH2:35][C@H:34]2[CH2:38][O:39][CH3:40])=[CH:23][C:24]([N:30]=[C:31]=[S:32])=[C:25]([N+:27]([O-:29])=[O:28])[CH:26]=1.CN(C=O)C, predict the reaction product. The product is: [Cl:19][C:18]1[CH:17]=[CH:16][C:4]([CH2:5][NH:6][C:7]([C:9]2([C:12]([F:13])([F:14])[F:15])[CH2:10][CH2:11]2)=[O:8])=[CH:3][C:2]=1[NH:1][C:31]([NH:30][C:24]1[CH:23]=[C:22]([N:33]2[CH2:37][CH2:36][CH2:35][C@H:34]2[CH2:38][O:39][CH3:40])[C:21]([Cl:20])=[CH:26][C:25]=1[N+:27]([O-:29])=[O:28])=[S:32]. (2) The product is: [CH2:1]([N:3]1[C:11]2[C:6](=[CH:7][C:8]([C:12]3[NH:13][C:14]4[N:15]([N:19]=[CH:20][C:21]=4[C:22]([NH:40][CH2:37][C:38]#[CH:39])=[O:24])[C:16](=[O:18])[CH:17]=3)=[CH:9][CH:10]=2)[CH:5]=[N:4]1)[CH3:2]. Given the reactants [CH2:1]([N:3]1[C:11]2[C:6](=[CH:7][C:8]([C:12]3[NH:13][C:14]4[N:15]([N:19]=[CH:20][C:21]=4[C:22]([OH:24])=O)[C:16](=[O:18])[CH:17]=3)=[CH:9][CH:10]=2)[CH:5]=[N:4]1)[CH3:2].C1N=CN(C(N2C=NC=C2)=O)C=1.[CH2:37]([NH2:40])[C:38]#[CH:39], predict the reaction product. (3) Given the reactants [Br:1][C:2]1[C:3]([O:9][CH3:10])=[N:4][C:5](Cl)=[N:6][CH:7]=1.[Cl:11][C:12]1[CH:13]=[C:14]([CH:16]=[CH:17][C:18]=1[F:19])[NH2:15], predict the reaction product. The product is: [Br:1][C:2]1[C:3]([O:9][CH3:10])=[N:4][C:5]([NH:15][C:14]2[CH:16]=[CH:17][C:18]([F:19])=[C:12]([Cl:11])[CH:13]=2)=[N:6][CH:7]=1. (4) The product is: [Br:1][C:2]1[CH:3]=[CH:4][C:5]([C:8]2[CH:12]=[N:11][N:10]([CH2:22][CH2:21][O:20][CH3:19])[CH:9]=2)=[CH:6][CH:7]=1. Given the reactants [Br:1][C:2]1[CH:7]=[CH:6][C:5]([C:8]2[CH:9]=[N:10][NH:11][CH:12]=2)=[CH:4][CH:3]=1.C(=O)([O-])[O-].[Cs+].[Cs+].[CH3:19][O:20][CH2:21][CH2:22]Br, predict the reaction product. (5) Given the reactants P([O-])([O-])([O-])=O.C1C[O:9]CC1.C(#N)C.[N+](C1C=CC(COC(C2N3[C@H](SC=2)C([CH:33]([O:43][C:44](=O)[CH3:45])[C:34]2[CH:42]=[C:41]4[N:36]([CH2:37][S:38][CH2:39][CH2:40]4)[N:35]=2)(Br)C3=O)=O)=CC=1)([O-])=O, predict the reaction product. The product is: [CH2:44]([O:43][C:33]([C:34]1[CH:42]=[C:41]2[N:36]([CH2:37][S:38][CH2:39][CH2:40]2)[N:35]=1)=[O:9])[CH3:45]. (6) Given the reactants Cl.[NH2:2][C:3]1[C:4]2[C:14]([O:15][CH2:16][C@H:17]3[CH2:22][CH2:21][CH2:20][CH2:19][NH2+:18]3)=[CH:13][CH:12]=[CH:11][C:5]=2[NH:6][S:7](=[O:10])(=[O:9])[N:8]=1.[N:23]1[CH:28]=[CH:27][C:26]([CH2:29][C:30](O)=[O:31])=[CH:25][CH:24]=1, predict the reaction product. The product is: [NH2:2][C:3]1[C:4]2[C:14]([O:15][CH2:16][C@H:17]3[CH2:22][CH2:21][CH2:20][CH2:19][N:18]3[C:30](=[O:31])[CH2:29][C:26]3[CH:27]=[CH:28][N:23]=[CH:24][CH:25]=3)=[CH:13][CH:12]=[CH:11][C:5]=2[NH:6][S:7](=[O:9])(=[O:10])[N:8]=1.